From a dataset of NCI-60 drug combinations with 297,098 pairs across 59 cell lines. Regression. Given two drug SMILES strings and cell line genomic features, predict the synergy score measuring deviation from expected non-interaction effect. Drug 1: C1=CC(=CC=C1CC(C(=O)O)N)N(CCCl)CCCl.Cl. Drug 2: CCCS(=O)(=O)NC1=C(C(=C(C=C1)F)C(=O)C2=CNC3=C2C=C(C=N3)C4=CC=C(C=C4)Cl)F. Cell line: OVCAR-4. Synergy scores: CSS=-4.06, Synergy_ZIP=2.64, Synergy_Bliss=-0.678, Synergy_Loewe=-5.00, Synergy_HSA=-4.92.